Dataset: Reaction yield outcomes from USPTO patents with 853,638 reactions. Task: Predict the reaction yield, written as a fraction of the theoretical maximum amount of product (1.0 means a 100% yield; for example, 0.34 means a 34% yield). The reactants are [CH:1]1([NH:7][C:8]2[C:13]([C:14](=[O:16])[CH3:15])=[CH:12][N:11]=[C:10]3[N:17]([CH2:20][O:21][CH2:22][CH2:23][Si:24]([CH3:27])([CH3:26])[CH3:25])[CH:18]=[CH:19][C:9]=23)[CH2:6][CH2:5][CH2:4][CH2:3][CH2:2]1.[BH4-].[Na+].O. The catalyst is CO. The product is [CH:1]1([NH:7][C:8]2[C:13]([CH:14]([OH:16])[CH3:15])=[CH:12][N:11]=[C:10]3[N:17]([CH2:20][O:21][CH2:22][CH2:23][Si:24]([CH3:25])([CH3:27])[CH3:26])[CH:18]=[CH:19][C:9]=23)[CH2:2][CH2:3][CH2:4][CH2:5][CH2:6]1. The yield is 0.700.